From a dataset of Peptide-MHC class I binding affinity with 185,985 pairs from IEDB/IMGT. Regression. Given a peptide amino acid sequence and an MHC pseudo amino acid sequence, predict their binding affinity value. This is MHC class I binding data. (1) The peptide sequence is SPGMMMGMF. The MHC is HLA-B53:01 with pseudo-sequence HLA-B53:01. The binding affinity (normalized) is 0.109. (2) The MHC is HLA-A02:01 with pseudo-sequence HLA-A02:01. The peptide sequence is LLGLWGLTGL. The binding affinity (normalized) is 0.976. (3) The peptide sequence is FTLVAPVSI. The binding affinity (normalized) is 0.455. The MHC is HLA-A02:01 with pseudo-sequence HLA-A02:01. (4) The peptide sequence is KCHDHYLCRH. The MHC is HLA-A31:01 with pseudo-sequence HLA-A31:01. The binding affinity (normalized) is 0.152. (5) The peptide sequence is GLAPSVLNL. The MHC is HLA-A02:01 with pseudo-sequence HLA-A02:01. The binding affinity (normalized) is 0.699. (6) The binding affinity (normalized) is 1.00. The peptide sequence is AMYAPYGPF. The MHC is HLA-B15:01 with pseudo-sequence HLA-B15:01. (7) The peptide sequence is VSHCRATEY. The MHC is HLA-B08:01 with pseudo-sequence HLA-B08:01. The binding affinity (normalized) is 0.0847. (8) The peptide sequence is TFFSTFKCY. The MHC is HLA-A31:01 with pseudo-sequence HLA-A31:01. The binding affinity (normalized) is 0.383. (9) The peptide sequence is LFQPLHTVM. The MHC is HLA-B07:02 with pseudo-sequence HLA-B07:02. The binding affinity (normalized) is 0.213. (10) The peptide sequence is KYQVPSLQ. The MHC is Mamu-B08 with pseudo-sequence Mamu-B08. The binding affinity (normalized) is 0.